From a dataset of Reaction yield outcomes from USPTO patents with 853,638 reactions. Predict the reaction yield, written as a fraction of the theoretical maximum amount of product (1.0 means a 100% yield; for example, 0.34 means a 34% yield). (1) The reactants are Br[CH2:2][C:3]1[C:11]2[O:10][C:9]([C:12]3[CH:17]=[CH:16][C:15]([OH:18])=[CH:14][CH:13]=3)=[CH:8][C:7]=2[CH:6]=[C:5]([OH:19])[CH:4]=1.[OH-].[K+].[CH2:22]([OH:24])[CH3:23]. No catalyst specified. The product is [CH2:22]([O:24][CH2:2][C:3]1[C:11]2[O:10][C:9]([C:12]3[CH:17]=[CH:16][C:15]([OH:18])=[CH:14][CH:13]=3)=[CH:8][C:7]=2[CH:6]=[C:5]([OH:19])[CH:4]=1)[CH3:23]. The yield is 0.510. (2) The reactants are [Cl:1][C:2]1[CH:7]=[CH:6][C:5]([C:8]2[S:9][C:10]([C:19](=[O:28])[C:20]3[CH:25]=[CH:24][C:23]([O:26][CH3:27])=[CH:22][CH:21]=3)=[CH:11][C:12]=2[CH2:13][C:14]([O:16][CH2:17][CH3:18])=[O:15])=[CH:4][CH:3]=1.[CH3:29][Si]([N-][Si](C)(C)C)(C)C.[Li+].BrCOC.O. The catalyst is O1CCCC1. The product is [Cl:1][C:2]1[CH:3]=[CH:4][C:5]([C:8]2[S:9][C:10]([C:19](=[O:28])[C:20]3[CH:21]=[CH:22][C:23]([O:26][CH3:27])=[CH:24][CH:25]=3)=[CH:11][C:12]=2[C:13](=[CH2:29])[C:14]([O:16][CH2:17][CH3:18])=[O:15])=[CH:6][CH:7]=1. The yield is 0.410. (3) The reactants are [F:1][C:2]1[CH:7]=[CH:6][C:5]([C:8]2[C:16]3[C:11](=[CH:12][CH:13]=[C:14]([C:17]4[NH:21][C:20](=[O:22])[O:19][N:18]=4)[CH:15]=3)[N:10](C3CCCCO3)[N:9]=2)=[CH:4][CH:3]=1.Cl.[OH-].[Na+]. The catalyst is O1CCOCC1.CO. The product is [F:1][C:2]1[CH:7]=[CH:6][C:5]([C:8]2[C:16]3[C:11](=[CH:12][CH:13]=[C:14]([C:17]4[NH:21][C:20](=[O:22])[O:19][N:18]=4)[CH:15]=3)[NH:10][N:9]=2)=[CH:4][CH:3]=1. The yield is 0.190. (4) The reactants are [C:1]([C:5]1[S:9][C:8]([C:10]([NH:12][C@@H:13]([CH2:24][C:25]2[CH:30]=[CH:29][C:28]([C:31]3[N:36]=[CH:35][C:34]([C:37]4[CH:42]=[CH:41][C:40]([O:43][CH2:44][CH2:45][CH2:46][CH2:47][CH2:48][CH2:49][CH3:50])=[CH:39][CH:38]=4)=[CH:33][N:32]=3)=[CH:27][CH:26]=2)[C:14]([N:16]2[CH2:19][CH:18]([C:20]([O:22]C)=[O:21])[CH2:17]2)=[O:15])=[O:11])=[CH:7][CH:6]=1)([CH3:4])([CH3:3])[CH3:2]. The catalyst is C1COCC1.O. The product is [C:1]([C:5]1[S:9][C:8]([C:10]([NH:12][C@@H:13]([CH2:24][C:25]2[CH:30]=[CH:29][C:28]([C:31]3[N:36]=[CH:35][C:34]([C:37]4[CH:42]=[CH:41][C:40]([O:43][CH2:44][CH2:45][CH2:46][CH2:47][CH2:48][CH2:49][CH3:50])=[CH:39][CH:38]=4)=[CH:33][N:32]=3)=[CH:27][CH:26]=2)[C:14]([N:16]2[CH2:19][CH:18]([C:20]([OH:22])=[O:21])[CH2:17]2)=[O:15])=[O:11])=[CH:7][CH:6]=1)([CH3:4])([CH3:3])[CH3:2]. The yield is 0.700. (5) The reactants are [C:1]([O:7][CH2:8][CH3:9])(=[O:6])[CH2:2][C:3]([CH3:5])=O.[Br:10][C:11]1[CH:18]=[CH:17][CH:16]=[CH:15][C:12]=1[CH:13]=O.[CH3:19][O:20][C:21](=[O:26])/[CH:22]=[C:23](\[NH2:25])/[CH3:24].CC(O)=O. The catalyst is CCO.CCOC(C)=O. The product is [Br:10][C:11]1[CH:18]=[CH:17][CH:16]=[CH:15][C:12]=1[CH:13]1[C:22]([C:21]([O:20][CH3:19])=[O:26])=[C:23]([CH3:24])[NH:25][C:3]([CH3:5])=[C:2]1[C:1]([O:7][CH2:8][CH3:9])=[O:6]. The yield is 0.300.